Dataset: Reaction yield outcomes from USPTO patents with 853,638 reactions. Task: Predict the reaction yield, written as a fraction of the theoretical maximum amount of product (1.0 means a 100% yield; for example, 0.34 means a 34% yield). (1) The reactants are [C:1]([O:5][C:6](=[O:32])[NH:7][C:8]1[CH:13]=[CH:12][C:11]([O:14][C:15]2[CH:20]=[CH:19][C:18]([S:21]([CH2:24][CH:25]3[CH2:27]O3)(=[O:23])=[O:22])=[CH:17][CH:16]=2)=[CH:10][C:9]=1[O:28][CH2:29][O:30][CH3:31])([CH3:4])([CH3:3])[CH3:2].NC(N)=[S:35]. The catalyst is C(Cl)Cl.CO. The product is [C:1]([O:5][C:6](=[O:32])[NH:7][C:8]1[CH:13]=[CH:12][C:11]([O:14][C:15]2[CH:16]=[CH:17][C:18]([S:21]([CH2:24][CH:25]3[CH2:27][S:35]3)(=[O:23])=[O:22])=[CH:19][CH:20]=2)=[CH:10][C:9]=1[O:28][CH2:29][O:30][CH3:31])([CH3:4])([CH3:3])[CH3:2]. The yield is 0.830. (2) The reactants are [F:1][C:2]1[CH:3]=[C:4]([CH:14]=[CH:15][CH:16]=1)[CH2:5][O:6][C:7]1[CH:8]=[C:9]([OH:13])[CH:10]=[CH:11][CH:12]=1.[N+:17]([O-])([OH:19])=[O:18].O. The catalyst is C(O)(=O)C. The product is [F:1][C:2]1[CH:3]=[C:4]([CH:14]=[CH:15][CH:16]=1)[CH2:5][O:6][C:7]1[CH:12]=[CH:11][C:10]([N+:17]([O-:19])=[O:18])=[C:9]([OH:13])[CH:8]=1. The yield is 0.320. (3) The reactants are [C:1](=O)([O-])[O-].[K+].[K+].[CH3:7][O:8][C:9](=[O:30])[C:10]1[CH:15]=[CH:14][C:13]([OH:16])=[C:12]([NH:17][S:18]([C:21]2[CH:26]=[C:25]([Cl:27])[CH:24]=[CH:23][C:22]=2[O:28][CH3:29])(=[O:20])=[O:19])[CH:11]=1.BrCBr. The catalyst is CN(C)C=O. The product is [CH3:7][O:8][C:9]([C:10]1[CH:15]=[CH:14][C:13]2[O:16][CH2:1][N:17]([S:18]([C:21]3[CH:26]=[C:25]([Cl:27])[CH:24]=[CH:23][C:22]=3[O:28][CH3:29])(=[O:19])=[O:20])[C:12]=2[CH:11]=1)=[O:30]. The yield is 0.990. (4) The yield is 0.650. The catalyst is C(O)CCC.CN1CCCC1=O. The product is [Cl:22][C:19]1[CH:20]=[CH:21][C:16]([CH:12]2[CH2:13][CH2:14][CH2:15][N:10]([C:8]([C:6]3[CH:7]=[C:2]([NH:25][CH3:24])[N:3]=[N:4][CH:5]=3)=[O:9])[CH2:11]2)=[C:17]([CH3:23])[CH:18]=1. The reactants are Cl[C:2]1[N:3]=[N:4][CH:5]=[C:6]([C:8]([N:10]2[CH2:15][CH2:14][CH2:13][CH:12]([C:16]3[CH:21]=[CH:20][C:19]([Cl:22])=[CH:18][C:17]=3[CH3:23])[CH2:11]2)=[O:9])[CH:7]=1.[CH3:24][NH2:25]. (5) The reactants are Br[C:2]1[CH:7]=[CH:6][C:5]([C:8]([F:11])([F:10])[F:9])=[CH:4][CH:3]=1.[CH2:12]([N:19]1[CH2:24][CH2:23][N:22]([NH2:25])[CH2:21][CH2:20]1)[C:13]1[CH:18]=[CH:17][CH:16]=[CH:15][CH:14]=1.CC(C)([O-])C.[Na+].O. The catalyst is C1(C)C=CC=CC=1.C([O-])(=O)C.[Pd+2].C([O-])(=O)C.C1C=CC(P(C2C=CC3C(=CC=CC=3)C=2C2C3C(=CC=CC=3)C=CC=2P(C2C=CC=CC=2)C2C=CC=CC=2)C2C=CC=CC=2)=CC=1. The product is [CH2:12]([N:19]1[CH2:20][CH2:21][N:22]([NH:25][C:2]2[CH:7]=[CH:6][C:5]([C:8]([F:11])([F:10])[F:9])=[CH:4][CH:3]=2)[CH2:23][CH2:24]1)[C:13]1[CH:14]=[CH:15][CH:16]=[CH:17][CH:18]=1. The yield is 0.590. (6) The reactants are [CH:1]1([C:4]2[CH:5]=[N:6][N:7]([CH3:18])[C:8]=2[C:9]2[CH:10]=[C:11]([C:14]([O:16]C)=[O:15])[S:12][CH:13]=2)[CH2:3][CH2:2]1.[OH-].[Na+]. The catalyst is O1CCCC1. The product is [CH:1]1([C:4]2[CH:5]=[N:6][N:7]([CH3:18])[C:8]=2[C:9]2[CH:10]=[C:11]([C:14]([OH:16])=[O:15])[S:12][CH:13]=2)[CH2:2][CH2:3]1. The yield is 0.950. (7) The reactants are [CH2:1]1[C:6]2[CH:7]=[C:8]([N:11]3[CH2:15][C@H:14]([CH2:16][NH:17][C:18](=[O:20])[CH3:19])[O:13][C:12]3=[O:21])[CH:9]=[CH:10][C:5]=2[CH2:4][CH2:3][S:2]1.[OH2:22]. The catalyst is CO.[Cl-].[Na+].O. The product is [O:22]=[S:2]1[CH2:3][CH2:4][C:5]2[CH:10]=[CH:9][C:8]([N:11]3[CH2:15][C@H:14]([CH2:16][NH:17][C:18](=[O:20])[CH3:19])[O:13][C:12]3=[O:21])=[CH:7][C:6]=2[CH2:1]1. The yield is 0.930. (8) The reactants are [CH3:1][O:2][C:3]1[C:4]2[C:15]([C:16]3[CH:21]=[CH:20][CH:19]=[CH:18][CH:17]=3)=[C:14]([C:22]3[CH:27]=[CH:26][C:25]([C:28]4([NH:32][C:33](=[O:39])[O:34][C:35]([CH3:38])([CH3:37])[CH3:36])[CH2:31][CH2:30][CH2:29]4)=[CH:24][CH:23]=3)[O:13][C:5]=2[N:6]=[C:7](S(C)(=O)=O)[N:8]=1.[CH3:40][Mg]I. The catalyst is C1COCC1. The product is [CH3:1][O:2][C:3]1[C:4]2[C:15]([C:16]3[CH:21]=[CH:20][CH:19]=[CH:18][CH:17]=3)=[C:14]([C:22]3[CH:27]=[CH:26][C:25]([C:28]4([NH:32][C:33](=[O:39])[O:34][C:35]([CH3:38])([CH3:37])[CH3:36])[CH2:31][CH2:30][CH2:29]4)=[CH:24][CH:23]=3)[O:13][C:5]=2[N:6]=[C:7]([CH3:40])[N:8]=1. The yield is 0.860.